Dataset: Forward reaction prediction with 1.9M reactions from USPTO patents (1976-2016). Task: Predict the product of the given reaction. (1) The product is: [F:1][C:2]1[CH:3]=[CH:4][C:5]2[N:9]=[CH:8][N:7]([C:10]3[N:15]=[C:14]4[C:13]([NH:28][C:31](=[S:32])[N:16]4[C@H:17]4[C:26]5[C:21](=[C:22]([F:27])[CH:23]=[CH:24][CH:25]=5)[O:20][CH2:19][CH2:18]4)=[CH:12][N:11]=3)[C:6]=2[CH:29]=1. Given the reactants [F:1][C:2]1[CH:3]=[CH:4][C:5]2[N:9]=[CH:8][N:7]([C:10]3[N:15]=[C:14]([NH:16][C@H:17]4[C:26]5[C:21](=[C:22]([F:27])[CH:23]=[CH:24][CH:25]=5)[O:20][CH2:19][CH2:18]4)[C:13]([NH2:28])=[CH:12][N:11]=3)[C:6]=2[CH:29]=1.N[C:31](N)=[S:32], predict the reaction product. (2) Given the reactants [F:1][C:2]1[CH:3]=[N:4][C:5]2[N:6]([N:8]=[CH:9][C:10]=2[C:11]([O:13]CC)=[O:12])[CH:7]=1.[OH-].[Li+:17], predict the reaction product. The product is: [F:1][C:2]1[CH:3]=[N:4][C:5]2[N:6]([N:8]=[CH:9][C:10]=2[C:11]([O-:13])=[O:12])[CH:7]=1.[Li+:17]. (3) Given the reactants [C:1]1([C:7]#[CH:8])[CH:6]=[CH:5][CH:4]=[CH:3][CH:2]=1.Br[C:10]1[CH:11]=[N:12][CH:13]=[C:14]([O:16][CH3:17])[CH:15]=1, predict the reaction product. The product is: [CH3:17][O:16][C:14]1[CH:13]=[N:12][CH:11]=[C:10]([C:8]#[C:7][C:1]2[CH:6]=[CH:5][CH:4]=[CH:3][CH:2]=2)[CH:15]=1. (4) The product is: [CH3:37][O:36][C:34](=[O:35])[CH2:33][NH:32][C:27]([C:24]1[N:23]=[C:22]([OH:30])[C:21]([C:19](=[O:20])[NH:18][CH:9]([C:10]2[CH:15]=[CH:14][C:13]([O:16][CH3:17])=[CH:12][CH:11]=2)[C:6]2[CH:5]=[CH:4][C:3]([O:2][CH3:1])=[CH:8][CH:7]=2)=[CH:26][N:25]=1)=[O:28]. Given the reactants [CH3:1][O:2][C:3]1[CH:8]=[CH:7][C:6]([CH:9]([NH:18][C:19]([C:21]2[C:22]([OH:30])=[N:23][C:24]([C:27](O)=[O:28])=[N:25][CH:26]=2)=[O:20])[C:10]2[CH:15]=[CH:14][C:13]([O:16][CH3:17])=[CH:12][CH:11]=2)=[CH:5][CH:4]=1.Cl.[NH2:32][CH2:33][C:34]([O:36][CH3:37])=[O:35].CN(C(ON1N=NC2C=CC=CC1=2)=[N+](C)C)C.[B-](F)(F)(F)F.CCN(C(C)C)C(C)C, predict the reaction product. (5) Given the reactants [CH:1]([C:4]1[CH:8]=[C:7]([NH:9][C:10](=O)[O:11]C2C=CC=CC=2)[N:6]([CH3:19])[N:5]=1)([CH3:3])[CH3:2].[NH2:20][C:21]1[C:30]2[C:25](=[CH:26][CH:27]=[CH:28][CH:29]=2)[C:24]([O:31][C:32]2[CH:37]=[CH:36][N:35]=[C:34]([NH:38][C:39]3[CH:40]=[C:41]([CH:55]=[C:56]([C:58]#[CH:59])[CH:57]=3)[C:42]([NH:44][CH2:45][CH2:46][O:47][CH2:48][CH2:49][O:50][CH2:51][CH2:52][O:53][CH3:54])=[O:43])[N:33]=2)=[CH:23][CH:22]=1, predict the reaction product. The product is: [C:58]([C:56]1[CH:55]=[C:41]([CH:40]=[C:39]([NH:38][C:34]2[N:33]=[C:32]([O:31][C:24]3[C:25]4[C:30](=[CH:29][CH:28]=[CH:27][CH:26]=4)[C:21]([NH:20][C:10]([NH:9][C:7]4[N:6]([CH3:19])[N:5]=[C:4]([CH:1]([CH3:3])[CH3:2])[CH:8]=4)=[O:11])=[CH:22][CH:23]=3)[CH:37]=[CH:36][N:35]=2)[CH:57]=1)[C:42]([NH:44][CH2:45][CH2:46][O:47][CH2:48][CH2:49][O:50][CH2:51][CH2:52][O:53][CH3:54])=[O:43])#[CH:59].